This data is from Catalyst prediction with 721,799 reactions and 888 catalyst types from USPTO. The task is: Predict which catalyst facilitates the given reaction. (1) Reactant: [Br:1][C:2]1[CH:31]=[CH:30][C:5]2[N:6](S(=O)(=O)N(C)C)[C:7]([C:9]3([C:22]#[N:23])[CH2:14][CH2:13][N:12](C(OC(C)(C)C)=O)[CH2:11][CH2:10]3)=[N:8][C:4]=2[CH:3]=1.BrC1C=CC2N=C(C3(C#N)CCN(C(OC(C)(C)C)=O)CC3)N(S(=O)(=O)N(C)C)C=2C=1.Cl. Product: [Br:1][C:2]1[CH:31]=[CH:30][C:5]2[NH:6][C:7]([C:9]3([C:22]#[N:23])[CH2:14][CH2:13][NH:12][CH2:11][CH2:10]3)=[N:8][C:4]=2[CH:3]=1. The catalyst class is: 12. (2) Reactant: [F:1][C:2]1[C:7]([F:8])=[CH:6][CH:5]=[CH:4][C:3]=1[CH2:9][C:10]([O:12][CH3:13])=[O:11].I[CH2:15][CH2:16][CH2:17][CH2:18]I.[H-].[Na+]. Product: [F:1][C:2]1[C:7]([F:8])=[CH:6][CH:5]=[CH:4][C:3]=1[C:9]1([C:10]([O:12][CH3:13])=[O:11])[CH2:18][CH2:17][CH2:16][CH2:15]1. The catalyst class is: 3.